Dataset: Forward reaction prediction with 1.9M reactions from USPTO patents (1976-2016). Task: Predict the product of the given reaction. (1) The product is: [C:1]([O:5][C:6]([N:8]([CH3:16])[CH2:9]/[CH:10]=[CH:11]/[C:12]([OH:14])=[O:13])=[O:7])([CH3:4])([CH3:3])[CH3:2]. Given the reactants [C:1]([O:5][C:6]([N:8]([CH3:16])[CH2:9]/[CH:10]=[CH:11]/[C:12]([O:14]C)=[O:13])=[O:7])([CH3:4])([CH3:3])[CH3:2].O.[OH-].[Li+], predict the reaction product. (2) Given the reactants Cl.[NH2:2][C:3]([CH3:15])([CH3:14])[C:4]([O:6][CH2:7][C:8]1[CH:13]=[CH:12][CH:11]=[CH:10][CH:9]=1)=[O:5], predict the reaction product. The product is: [NH2:2][C:3]([CH3:15])([CH3:14])[C:4]([O:6][CH2:7][C:8]1[CH:13]=[CH:12][CH:11]=[CH:10][CH:9]=1)=[O:5]. (3) The product is: [Br:1][C:2]1[CH:7]=[CH:6][C:5]([O:8][CH2:18][CH2:17][C:16]2[S:15][CH:14]=[N:13][C:12]=2[CH3:11])=[C:4]([O:9][CH3:10])[CH:3]=1. Given the reactants [Br:1][C:2]1[CH:7]=[CH:6][C:5]([OH:8])=[C:4]([O:9][CH3:10])[CH:3]=1.[CH3:11][C:12]1[N:13]=[CH:14][S:15][C:16]=1[CH2:17][CH2:18]O.C1(P(C2C=CC=CC=2)C2C=CC=CC=2)C=CC=CC=1.C1C=CC(COC(/N=N/C(OCC2C=CC=CC=2)=O)=O)=CC=1, predict the reaction product. (4) Given the reactants [F:1][C:2]1[CH:3]=[C:4]2[C:9](=[CH:10][CH:11]=1)[CH:8]=[N:7][C:6]([NH:12][C:13](=[O:45])[O:14][CH2:15][C@@H:16]([N:31]([CH3:44])[C:32]([NH:34][CH2:35][C:36]1[CH:41]=[CH:40][CH:39]=[C:38]([F:42])[C:37]=1[Cl:43])=[O:33])[CH2:17][C:18]([CH3:30])([CH3:29])[CH2:19][O:20][P:21]([O:26]CC)([O:23]CC)=[O:22])=[CH:5]2.[Si](I)(C)(C)C, predict the reaction product. The product is: [F:1][C:2]1[CH:3]=[C:4]2[C:9](=[CH:10][CH:11]=1)[CH:8]=[N:7][C:6]([NH:12][C:13](=[O:45])[O:14][CH2:15][C@@H:16]([N:31]([CH3:44])[C:32]([NH:34][CH2:35][C:36]1[CH:41]=[CH:40][CH:39]=[C:38]([F:42])[C:37]=1[Cl:43])=[O:33])[CH2:17][C:18]([CH3:29])([CH3:30])[CH2:19][O:20][P:21]([OH:23])([OH:26])=[O:22])=[CH:5]2. (5) Given the reactants [F:1][C:2]1[CH:3]=[CH:4][C:5]([O:29]O)=[C:6]([C:8]([CH3:28])([CH3:27])[CH2:9][C:10]([C:23]([F:26])([F:25])[F:24])([OH:22])[CH2:11][NH:12][C:13]2[CH:21]=[CH:20][CH:19]=[C:18]3[C:14]=2[CH:15]=[N:16][NH:17]3)[CH:7]=1.[CH3:31][C:32]1[CH:33]=[C:34](B(O)O)[CH:35]=[C:36]([CH3:38])[CH:37]=1, predict the reaction product. The product is: [F:1][C:2]1[CH:3]=[CH:4][C:5]([OH:29])=[C:6]([C:8]([CH3:28])([CH3:27])[CH2:9][C:10]([C:23]([F:26])([F:25])[F:24])([OH:22])[CH2:11][NH:12][C:13]2[CH:21]=[CH:20][CH:19]=[C:18]3[C:14]=2[CH:15]=[N:16][N:17]3[C:34]2[CH:35]=[C:36]([CH3:38])[CH:37]=[C:32]([CH3:31])[CH:33]=2)[CH:7]=1. (6) Given the reactants [C:1]([NH:4][C:5]1[CH:10]=[CH:9][C:8]([C:11](=[C:25]2[CH2:30][CH2:29][N:28]([CH2:31][C:32]3[CH:37]=CC=C[N:33]=3)[CH2:27][CH2:26]2)[C:12]2[CH:24]=[CH:23][C:15]([C:16]([N:18]([CH2:21][CH3:22])[CH2:19][CH3:20])=[O:17])=[CH:14][CH:13]=2)=[CH:7][CH:6]=1)(=[O:3])[CH3:2].C(NC1C=CC(C(=C2CCNCC2)C2C=CC(C(N(CC)CC)=O)=CC=2)=CC=1)(=O)C.[S:68]1C=C(C=O)N=[N:69]1, predict the reaction product. The product is: [C:1]([NH:4][C:5]1[CH:10]=[CH:9][C:8]([C:11](=[C:25]2[CH2:30][CH2:29][N:28]([CH2:31][C:32]3[N:33]=[N:69][S:68][CH:37]=3)[CH2:27][CH2:26]2)[C:12]2[CH:24]=[CH:23][C:15]([C:16]([N:18]([CH2:21][CH3:22])[CH2:19][CH3:20])=[O:17])=[CH:14][CH:13]=2)=[CH:7][CH:6]=1)(=[O:3])[CH3:2]. (7) Given the reactants [OH:1][B:2]1[C:6]2[CH:7]=[C:8]([NH:11][S:12]([C:15]3[CH:20]=[CH:19][CH:18]=[CH:17][C:16]=3[N+:21]([O-])=O)(=[O:14])=[O:13])[CH:9]=[CH:10][C:5]=2[CH2:4][O:3]1, predict the reaction product. The product is: [NH2:21][C:16]1[CH:17]=[CH:18][CH:19]=[CH:20][C:15]=1[S:12]([NH:11][C:8]1[CH:9]=[CH:10][C:5]2[CH2:4][O:3][B:2]([OH:1])[C:6]=2[CH:7]=1)(=[O:13])=[O:14]. (8) Given the reactants [Si:1]([O:8][C:9]1[CH:17]=[C:16]2[C:12]([C:13]([C:18](=[O:27])[CH:19](Cl)[C:20]3[CH:25]=[CH:24][CH:23]=[CH:22][CH:21]=3)=[CH:14][NH:15]2)=[CH:11][CH:10]=1)([C:4]([CH3:7])([CH3:6])[CH3:5])([CH3:3])[CH3:2].[CH3:28][O:29][C:30]1[CH:31]=[C:32]([CH:34]=[CH:35][CH:36]=1)[NH2:33], predict the reaction product. The product is: [Si:1]([O:8][C:9]1[CH:17]=[C:16]2[C:12]([C:13]([C:18](=[O:27])[CH:19]([NH:33][C:32]3[CH:34]=[CH:35][CH:36]=[C:30]([O:29][CH3:28])[CH:31]=3)[C:20]3[CH:25]=[CH:24][CH:23]=[CH:22][CH:21]=3)=[CH:14][NH:15]2)=[CH:11][CH:10]=1)([C:4]([CH3:7])([CH3:6])[CH3:5])([CH3:3])[CH3:2].[OH:8][C:9]1[CH:17]=[C:16]2[C:12]([C:13]([C:18](=[O:27])[CH:19]([NH:33][C:32]3[CH:34]=[CH:35][CH:36]=[C:30]([O:29][CH3:28])[CH:31]=3)[C:20]3[CH:21]=[CH:22][CH:23]=[CH:24][CH:25]=3)=[CH:14][NH:15]2)=[CH:11][CH:10]=1.